Dataset: Full USPTO retrosynthesis dataset with 1.9M reactions from patents (1976-2016). Task: Predict the reactants needed to synthesize the given product. (1) Given the product [Br:11][C:8]1[C:7]2[C:2]([NH2:1])=[N:3][CH:4]=[C:5]([C:12]3[CH:17]=[CH:16][CH:15]=[C:14]([CH2:18][Cl:22])[CH:13]=3)[C:6]=2[S:10][CH:9]=1, predict the reactants needed to synthesize it. The reactants are: [NH2:1][C:2]1[C:7]2[C:8]([Br:11])=[CH:9][S:10][C:6]=2[C:5]([C:12]2[CH:13]=[C:14]([CH2:18]O)[CH:15]=[CH:16][CH:17]=2)=[CH:4][N:3]=1.O=S(Cl)[Cl:22]. (2) Given the product [Cl:1][C:2]1[C:3]([C:4]([NH:20][C@H:21]([C:23]2[CH:32]=[CH:31][C:26]([C:27]([O:29][CH3:30])=[O:28])=[CH:25][CH:24]=2)[CH3:22])=[O:6])=[CH:7][C:8]([Cl:11])=[CH:9][N:10]=1, predict the reactants needed to synthesize it. The reactants are: [Cl:1][C:2]1[N:10]=[CH:9][C:8]([Cl:11])=[CH:7][C:3]=1[C:4]([OH:6])=O.ClC1C=CC(COC2C=CC(F)=CC=2F)=C(C=1)C([NH:20][C@H:21]([C:23]1[CH:32]=[CH:31][C:26]([C:27]([O:29][CH3:30])=[O:28])=[CH:25][CH:24]=1)[CH3:22])=O.C(N1C=CN=C1)(N1C=CN=C1)=O.O. (3) Given the product [CH3:27][C:2]1([CH3:1])[CH2:11][C:10]2[C:5](=[CH:6][CH:7]=[C:8]([C:12]([NH:32][S:29]([CH3:28])(=[O:31])=[O:30])=[O:13])[CH:9]=2)[NH:4][CH:3]1[C:15]1[CH:20]=[CH:19][C:18]([N:21]2[CH2:26][CH2:25][O:24][CH2:23][CH2:22]2)=[CH:17][CH:16]=1, predict the reactants needed to synthesize it. The reactants are: [CH3:1][C:2]1([CH3:27])[CH2:11][C:10]2[C:5](=[CH:6][CH:7]=[C:8]([C:12](O)=[O:13])[CH:9]=2)[NH:4][CH:3]1[C:15]1[CH:20]=[CH:19][C:18]([N:21]2[CH2:26][CH2:25][O:24][CH2:23][CH2:22]2)=[CH:17][CH:16]=1.[CH3:28][S:29]([NH2:32])(=[O:31])=[O:30].